From a dataset of NCI-60 drug combinations with 297,098 pairs across 59 cell lines. Regression. Given two drug SMILES strings and cell line genomic features, predict the synergy score measuring deviation from expected non-interaction effect. (1) Drug 1: CC1=C(C(CCC1)(C)C)C=CC(=CC=CC(=CC(=O)O)C)C. Drug 2: CC=C1C(=O)NC(C(=O)OC2CC(=O)NC(C(=O)NC(CSSCCC=C2)C(=O)N1)C(C)C)C(C)C. Cell line: HCC-2998. Synergy scores: CSS=31.3, Synergy_ZIP=5.44, Synergy_Bliss=6.95, Synergy_Loewe=-67.6, Synergy_HSA=-1.36. (2) Drug 1: CC1=CC=C(C=C1)C2=CC(=NN2C3=CC=C(C=C3)S(=O)(=O)N)C(F)(F)F. Drug 2: C(=O)(N)NO. Cell line: HCC-2998. Synergy scores: CSS=-2.92, Synergy_ZIP=2.51, Synergy_Bliss=4.89, Synergy_Loewe=-1.45, Synergy_HSA=-0.691. (3) Synergy scores: CSS=19.2, Synergy_ZIP=-9.69, Synergy_Bliss=-2.71, Synergy_Loewe=-17.4, Synergy_HSA=-2.27. Drug 1: CCC1=CC2CC(C3=C(CN(C2)C1)C4=CC=CC=C4N3)(C5=C(C=C6C(=C5)C78CCN9C7C(C=CC9)(C(C(C8N6C)(C(=O)OC)O)OC(=O)C)CC)OC)C(=O)OC.C(C(C(=O)O)O)(C(=O)O)O. Drug 2: CC12CCC3C(C1CCC2OP(=O)(O)O)CCC4=C3C=CC(=C4)OC(=O)N(CCCl)CCCl.[Na+]. Cell line: OVCAR-4. (4) Drug 1: CC(CN1CC(=O)NC(=O)C1)N2CC(=O)NC(=O)C2. Drug 2: CC=C1C(=O)NC(C(=O)OC2CC(=O)NC(C(=O)NC(CSSCCC=C2)C(=O)N1)C(C)C)C(C)C. Cell line: HCT-15. Synergy scores: CSS=32.3, Synergy_ZIP=-5.67, Synergy_Bliss=-0.648, Synergy_Loewe=-0.394, Synergy_HSA=-0.399. (5) Drug 1: CC12CCC3C(C1CCC2=O)CC(=C)C4=CC(=O)C=CC34C. Drug 2: CCN(CC)CCCC(C)NC1=C2C=C(C=CC2=NC3=C1C=CC(=C3)Cl)OC. Cell line: HS 578T. Synergy scores: CSS=43.7, Synergy_ZIP=-0.345, Synergy_Bliss=2.71, Synergy_Loewe=1.98, Synergy_HSA=3.32. (6) Drug 1: C1CNP(=O)(OC1)N(CCCl)CCCl. Drug 2: C(CCl)NC(=O)N(CCCl)N=O. Cell line: COLO 205. Synergy scores: CSS=-0.341, Synergy_ZIP=-4.38, Synergy_Bliss=-11.1, Synergy_Loewe=-14.9, Synergy_HSA=-9.05. (7) Drug 1: CCCS(=O)(=O)NC1=C(C(=C(C=C1)F)C(=O)C2=CNC3=C2C=C(C=N3)C4=CC=C(C=C4)Cl)F. Cell line: IGROV1. Drug 2: CC1=CC2C(CCC3(C2CCC3(C(=O)C)OC(=O)C)C)C4(C1=CC(=O)CC4)C. Synergy scores: CSS=2.01, Synergy_ZIP=1.53, Synergy_Bliss=6.71, Synergy_Loewe=1.04, Synergy_HSA=4.29.